Regression. Given two drug SMILES strings and cell line genomic features, predict the synergy score measuring deviation from expected non-interaction effect. From a dataset of NCI-60 drug combinations with 297,098 pairs across 59 cell lines. (1) Drug 1: CC1=C(C=C(C=C1)NC(=O)C2=CC=C(C=C2)CN3CCN(CC3)C)NC4=NC=CC(=N4)C5=CN=CC=C5. Drug 2: C(CN)CNCCSP(=O)(O)O. Cell line: MDA-MB-231. Synergy scores: CSS=3.54, Synergy_ZIP=-1.36, Synergy_Bliss=0.771, Synergy_Loewe=-4.67, Synergy_HSA=-0.721. (2) Drug 1: C1C(C(OC1N2C=NC3=C(N=C(N=C32)Cl)N)CO)O. Drug 2: C1CN(P(=O)(OC1)NCCCl)CCCl. Cell line: A549. Synergy scores: CSS=36.2, Synergy_ZIP=3.01, Synergy_Bliss=4.73, Synergy_Loewe=-27.9, Synergy_HSA=3.96.